Dataset: Blood-brain barrier penetration binary classification data from Martins et al.. Task: Regression/Classification. Given a drug SMILES string, predict its absorption, distribution, metabolism, or excretion properties. Task type varies by dataset: regression for continuous measurements (e.g., permeability, clearance, half-life) or binary classification for categorical outcomes (e.g., BBB penetration, CYP inhibition). Dataset: bbb_martins. (1) The molecule is CN1Cc2c(-c3noc(C(C)(C)O)n3)ncn2-c2cccc(Cl)c2C1=O. The result is 0 (does not penetrate BBB). (2) The compound is CC1(C)S[C@@H]2C(NC(=O)[C@H](NC(=O)c3c[nH]c4cccnc4c3=O)c3ccccc3)C(=O)N2[C@H]1C(=O)O. The result is 0 (does not penetrate BBB).